From a dataset of Full USPTO retrosynthesis dataset with 1.9M reactions from patents (1976-2016). Predict the reactants needed to synthesize the given product. (1) Given the product [O:12]1[CH2:17][CH2:16][N:15]([C:18]2[CH:26]=[CH:25][C:6]([C:7]([Cl:9])=[O:8])=[CH:20][N:19]=2)[CH2:14][CH2:13]1, predict the reactants needed to synthesize it. The reactants are: CN(C)C=O.[C:6](Cl)(=O)[C:7]([Cl:9])=[O:8].[O:12]1[CH2:17][CH2:16][N:15]([C:18]2[CH:26]=[CH:25]C(C(O)=O)=[CH:20][N:19]=2)[CH2:14][CH2:13]1. (2) Given the product [O-2:11].[Ca+2:3].[NH2:4][C@H:5]([C:10]([OH:12])=[O:11])[CH2:6][CH:7]([CH3:9])[CH3:8], predict the reactants needed to synthesize it. The reactants are: O.[O-2].[Ca+2:3].[NH2:4][C@H:5]([C:10]([OH:12])=[O:11])[CH2:6][CH:7]([CH3:9])[CH3:8]. (3) Given the product [CH2:1]([O:5][C:6]1[CH:28]=[CH:27][C:9]([C:10]([N:12]([C:13]2[CH:18]=[CH:17][C:16]([N:19]3[CH2:23][CH2:22][CH:21]([NH:24][CH2:25][C:32](=[O:33])[CH2:31][N:30]([CH3:35])[CH3:29])[CH2:20]3)=[CH:15][CH:14]=2)[CH3:26])=[O:11])=[CH:8][CH:7]=1)[CH2:2][CH2:3][CH3:4], predict the reactants needed to synthesize it. The reactants are: [CH2:1]([O:5][C:6]1[CH:28]=[CH:27][C:9]([C:10]([N:12]([CH3:26])[C:13]2[CH:18]=[CH:17][C:16]([N:19]3[CH2:23][CH2:22][CH:21]([NH:24][CH3:25])[CH2:20]3)=[CH:15][CH:14]=2)=[O:11])=[CH:8][CH:7]=1)[CH2:2][CH2:3][CH3:4].[CH3:29][N:30]([CH3:35])[CH2:31][C:32](O)=[O:33]. (4) Given the product [C:29]([N:8]([CH2:9][C:10]1([N:13]([CH3:21])[C:14](=[O:20])[O:15][C:16]([CH3:17])([CH3:18])[CH3:19])[CH2:11][CH2:12]1)[C:5]1[CH:6]=[N:7][C:2]([Cl:1])=[CH:3][CH:4]=1)(=[O:36])[C:30]1[CH:35]=[CH:34][CH:33]=[CH:32][CH:31]=1, predict the reactants needed to synthesize it. The reactants are: [Cl:1][C:2]1[N:7]=[CH:6][C:5]([NH:8][CH2:9][C:10]2([N:13]([CH3:21])[C:14](=[O:20])[O:15][C:16]([CH3:19])([CH3:18])[CH3:17])[CH2:12][CH2:11]2)=[CH:4][CH:3]=1.C(N(CC)CC)C.[C:29](Cl)(=[O:36])[C:30]1[CH:35]=[CH:34][CH:33]=[CH:32][CH:31]=1. (5) Given the product [C:1]([NH:5][S:20]([C:17]1[CH:18]=[CH:19][C:14]([F:13])=[CH:15][CH:16]=1)(=[O:22])=[O:21])([CH3:4])([CH3:3])[CH3:2], predict the reactants needed to synthesize it. The reactants are: [C:1]([NH2:5])([CH3:4])([CH3:3])[CH3:2].C(N(CC)CC)C.[F:13][C:14]1[CH:19]=[CH:18][C:17]([S:20](Cl)(=[O:22])=[O:21])=[CH:16][CH:15]=1. (6) Given the product [NH2:1][C@@H:2]([CH:66]([CH3:68])[CH3:67])[C:3]([NH:5][C@@H:6]([CH3:65])[C:7]([NH:9][C:10]1[CH:11]=[CH:12][C:13]([C:16]2[CH2:17][C@H:18]3[CH:24]=[N:23][C:22]4[CH:25]=[C:26]([O:31][CH2:32][CH2:33][CH2:34][O:35][C:36]5[C:37]([O:61][CH3:62])=[CH:38][C:39]6[C:45](=[O:46])[N:44]7[CH:47]=[C:48]([C:50]8[CH:51]=[CH:52][C:53]([C:54]([OH:56])=[O:55])=[CH:58][CH:59]=8)[CH2:49][C@H:43]7[CH:42]=[N:41][C:40]=6[CH:60]=5)[C:27]([O:29][CH3:30])=[CH:28][C:21]=4[C:20](=[O:63])[N:19]3[CH:64]=2)=[CH:14][CH:15]=1)=[O:8])=[O:4], predict the reactants needed to synthesize it. The reactants are: [NH2:1][C@@H:2]([CH:66]([CH3:68])[CH3:67])[C:3]([NH:5][C@@H:6]([CH3:65])[C:7]([NH:9][C:10]1[CH:15]=[CH:14][C:13]([C:16]2[CH2:17][C@H:18]3[CH:24]=[N:23][C:22]4[CH:25]=[C:26]([O:31][CH2:32][CH2:33][CH2:34][O:35][C:36]5[C:37]([O:61][CH3:62])=[CH:38][C:39]6[C:45](=[O:46])[N:44]7[CH:47]=[C:48]([C:50]8[CH:59]=[CH:58][C:53]([C:54]([O:56]C)=[O:55])=[CH:52][CH:51]=8)[CH2:49][C@H:43]7[CH:42]=[N:41][C:40]=6[CH:60]=5)[C:27]([O:29][CH3:30])=[CH:28][C:21]=4[C:20](=[O:63])[N:19]3[CH:64]=2)=[CH:12][CH:11]=1)=[O:8])=[O:4].[OH-].[Li+].